This data is from Cav3 T-type calcium channel HTS with 100,875 compounds. The task is: Binary Classification. Given a drug SMILES string, predict its activity (active/inactive) in a high-throughput screening assay against a specified biological target. (1) The compound is S1\C(C(=O)N(c2ccc(N(CC)CC)cc2)C1=S)=C\c1sccc1. The result is 0 (inactive). (2) The drug is Clc1c(NC(=O)C(OC(=O)C(NC(=O)c2c(Cl)cccc2)C)c2ccccc2)cc(cc1)C(F)(F)F. The result is 1 (active). (3) The molecule is S(=O)(=O)(CC1(O)CCN(CC1)C(=O)c1cc(ccc1)C(F)(F)F)Cc1ccc(C(C)(C)C)cc1. The result is 0 (inactive). (4) The compound is Clc1ccc(C2NC(=O)NC(=C2C(OC)=O)CCc2ccccc2)cc1. The result is 0 (inactive). (5) The molecule is O=C1CC(CC(NCCc2c3c([nH]c2C)ccc(c3)C)=C1C(=O)CC)c1ccccc1. The result is 1 (active). (6) The drug is Clc1cc(NC(=O)c2c(F)c(F)c(F)c(F)c2F)ccc1OC. The result is 0 (inactive). (7) The drug is n12C(N(c3c(c1nc1c2cccc1)cccc3)C)c1ccncc1. The result is 0 (inactive). (8) The drug is S(=O)(=O)(N(Cc1ccccc1)CC(=O)NC(C)C)c1ccc(OC)cc1. The result is 0 (inactive).